This data is from Full USPTO retrosynthesis dataset with 1.9M reactions from patents (1976-2016). The task is: Predict the reactants needed to synthesize the given product. (1) Given the product [C:16]([C:7]1[CH:6]=[CH:5][C:4]([CH:9]([CH3:15])[C:10]([O:12][CH2:13][CH3:14])=[O:11])=[CH:3][C:2]=1[F:1])#[N:17], predict the reactants needed to synthesize it. The reactants are: [F:1][C:2]1[CH:3]=[C:4]([CH:9]([CH3:15])[C:10]([O:12][CH2:13][CH3:14])=[O:11])[CH:5]=[CH:6][C:7]=1I.[CH3:16][N:17](C=O)C. (2) Given the product [F:28][C:14]1[CH:15]=[C:10]([C:8](=[O:9])[CH2:7][C:4]2[CH:3]=[CH:2][N:1]=[CH:6][CH:5]=2)[CH:11]=[CH:12][C:13]=1[O:16][CH2:17][C:18]1[CH:27]=[CH:26][C:25]2[C:20](=[CH:21][CH:22]=[CH:23][CH:24]=2)[N:19]=1, predict the reactants needed to synthesize it. The reactants are: [N:1]1[CH:6]=[CH:5][C:4]([CH2:7][C:8]([C:10]2[CH:15]=[CH:14][C:13]([O:16][CH2:17][C:18]3[CH:27]=[CH:26][C:25]4[C:20](=[CH:21][CH:22]=[CH:23][CH:24]=4)[N:19]=3)=[CH:12][CH:11]=2)=[O:9])=[CH:3][CH:2]=1.[F:28]C1C=C(C=CC=1OCC1C=CC2C(=CC=CC=2)N=1)C(N(OC)C)=O. (3) Given the product [C:1]([C:3]1[C:18]([N+:19]([O-:21])=[O:20])=[CH:17][CH:16]=[CH:15][C:4]=1[O:5][CH:6]1[CH2:7][CH2:8][CH:9]([C:12]([NH:24][CH3:23])=[O:14])[CH2:10][CH2:11]1)#[N:2], predict the reactants needed to synthesize it. The reactants are: [C:1]([C:3]1[C:18]([N+:19]([O-:21])=[O:20])=[CH:17][CH:16]=[CH:15][C:4]=1[O:5][CH:6]1[CH2:11][CH2:10][CH:9]([C:12]([OH:14])=O)[CH2:8][CH2:7]1)#[N:2].Cl.[CH3:23][NH2:24]. (4) Given the product [CH3:1][O:2][C:3]1[C:8]2[C:9](=[O:25])[N:10]3[CH2:24][CH2:23][CH2:22][CH:11]3[CH2:12][NH:13][C:7]=2[CH:6]=[C:5]([O:26][CH3:27])[C:4]=1[O:28][CH3:29], predict the reactants needed to synthesize it. The reactants are: [CH3:1][O:2][C:3]1[C:8]2[C:9](=[O:25])[N:10]3[CH2:24][CH2:23][CH2:22][CH:11]3[CH2:12][N:13](C(OCC(Cl)(Cl)Cl)=O)[C:7]=2[CH:6]=[C:5]([O:26][CH3:27])[C:4]=1[O:28][CH3:29]. (5) The reactants are: [CH3:1][O:2][C:3]([C:5]1[N:13]=[C:12]2[C:8]([N:9]=[CH:10][N:11]2[C@@H:14]2[CH2:18][C@H:17]([OH:19])[CH:16]=[CH:15]2)=[C:7]([NH:20][C@H:21]([CH2:29][OH:30])[CH2:22][C:23]2[CH:28]=[CH:27][CH:26]=[CH:25][CH:24]=2)[N:6]=1)=[O:4].N1C=CC=CC=1.Cl[C:38]([O:40][CH2:41][CH3:42])=[O:39].Cl. Given the product [CH3:1][O:2][C:3]([C:5]1[N:13]=[C:12]2[C:8]([N:9]=[CH:10][N:11]2[C@@H:14]2[CH2:18][C@H:17]([O:19][C:38]([O:40][CH2:41][CH3:42])=[O:39])[CH:16]=[CH:15]2)=[C:7]([NH:20][C@H:21]([CH2:29][OH:30])[CH2:22][C:23]2[CH:24]=[CH:25][CH:26]=[CH:27][CH:28]=2)[N:6]=1)=[O:4], predict the reactants needed to synthesize it. (6) Given the product [Cl:1][C:2]1[CH:7]=[C:6]([F:8])[CH:5]=[CH:4][C:3]=1[C:9]([N:11]1[CH2:12][C:13]([O:17][CH2:23][CH3:24])=[N:14][CH2:15][CH2:16]1)=[O:10], predict the reactants needed to synthesize it. The reactants are: [Cl:1][C:2]1[CH:7]=[C:6]([F:8])[CH:5]=[CH:4][C:3]=1[C:9]([N:11]1[CH2:16][CH2:15][NH:14][C:13](=[O:17])[CH2:12]1)=[O:10].F[B-](F)(F)F.[CH2:23]([O+](CC)CC)[CH3:24].O.C(=O)([O-])O.[Na+]. (7) Given the product [Cl:32][C:31]1[CH:30]=[CH:29][C:28]([NH:33][C:34](=[O:43])[C:35]2[CH:40]=[CH:39][C:38]([C:41]#[N:42])=[CH:37][CH:36]=2)=[CH:27][C:26]=1[NH:25][C:16]([C:5]1[CH:6]=[N:1][CH:2]=[CH:3][CH:4]=1)=[O:17], predict the reactants needed to synthesize it. The reactants are: [N:1]1[CH:6]=[CH:5][C:4](C(Cl)=O)=[CH:3][CH:2]=1.N1C=CC([C:16](O)=[O:17])=CC=1.C(Cl)(=O)C(Cl)=O.[NH2:25][C:26]1[CH:27]=[C:28]([NH:33][C:34](=[O:43])[C:35]2[CH:40]=[CH:39][C:38]([C:41]#[N:42])=[CH:37][CH:36]=2)[CH:29]=[CH:30][C:31]=1[Cl:32]. (8) Given the product [C:1]([C:3]1[C:4]([F:26])=[CH:5][C:6]([O:35][CH2:34][CH2:33][N:30]2[CH2:31][CH2:32][O:27][CH2:28][CH2:29]2)=[C:7]([NH:9][C:10]2[N:15]=[C:14]([NH:16][CH:17]3[CH2:18][CH2:19]3)[C:13]3=[N:20][CH:21]=[C:22]([C:23]#[N:24])[N:12]3[N:11]=2)[CH:8]=1)#[N:2], predict the reactants needed to synthesize it. The reactants are: [C:1]([C:3]1[C:4]([F:26])=[CH:5][C:6](F)=[C:7]([NH:9][C:10]2[N:15]=[C:14]([NH:16][CH:17]3[CH2:19][CH2:18]3)[C:13]3=[N:20][CH:21]=[C:22]([C:23]#[N:24])[N:12]3[N:11]=2)[CH:8]=1)#[N:2].[O:27]1[CH2:32][CH2:31][N:30]([CH2:33][CH2:34][OH:35])[CH2:29][CH2:28]1. (9) Given the product [OH:12][C:6]1[CH:11]=[CH:10][C:9]([S:2]([Cl:1])(=[O:5])=[O:3])=[CH:8][CH:7]=1, predict the reactants needed to synthesize it. The reactants are: [Cl:1][S:2]([OH:5])(=O)=[O:3].[C:6]1([OH:12])[CH:11]=[CH:10][CH:9]=[CH:8][CH:7]=1.